Dataset: Full USPTO retrosynthesis dataset with 1.9M reactions from patents (1976-2016). Task: Predict the reactants needed to synthesize the given product. (1) Given the product [C:4]([C:3]1[C:2]([N:27]2[CH2:28][CH:25]([NH:24][C:23](=[O:29])[O:22][C:18]([CH3:21])([CH3:19])[CH3:20])[CH2:26]2)=[N:9][CH:8]=[C:7]([C:11]2[O:12][C:13]([CH2:16][CH3:17])=[CH:14][N:15]=2)[C:6]=1[CH3:30])#[N:5], predict the reactants needed to synthesize it. The reactants are: Cl[C:2]1[N:9]=[C:8](C)[C:7]([C:11]2[O:12][C:13]([CH2:16][CH3:17])=[CH:14][N:15]=2)=[CH:6][C:3]=1[C:4]#[N:5].[C:18]([O:22][C:23](=[O:29])[NH:24][CH:25]1[CH2:28][NH:27][CH2:26]1)([CH3:21])([CH3:20])[CH3:19].[CH2:30](N(CC)CC)C. (2) Given the product [C:1]([C:9]1[C:19]([N+:20]([O-:22])=[O:21])=[C:18]([OH:23])[C:17]([OH:24])=[CH:16][C:10]=1[C:11]([O:13][CH2:14][CH3:15])=[O:12])(=[O:8])[C:2]1[CH:7]=[CH:6][CH:5]=[CH:4][CH:3]=1, predict the reactants needed to synthesize it. The reactants are: [C:1]([C:9]1[C:19]([N+:20]([O-:22])=[O:21])=[C:18]([OH:23])[C:17]([O:24]C)=[CH:16][C:10]=1[C:11]([O:13][CH2:14][CH3:15])=[O:12])(=[O:8])[C:2]1[CH:7]=[CH:6][CH:5]=[CH:4][CH:3]=1.C(OCC)(=O)C.[Cl-].[Al+3].[Cl-].[Cl-].Cl.